Dataset: Reaction yield outcomes from USPTO patents with 853,638 reactions. Task: Predict the reaction yield, written as a fraction of the theoretical maximum amount of product (1.0 means a 100% yield; for example, 0.34 means a 34% yield). The reactants are F[C:2]1[CH:7]=[CH:6][C:5]([N+:8]([O-:10])=[O:9])=[CH:4][CH:3]=1.[OH:11][C@H:12]1[CH2:16][CH2:15][N:14]([C:17]([O:19][C:20]([CH3:23])([CH3:22])[CH3:21])=[O:18])[CH2:13]1.[H-].[Na+]. The catalyst is C1COCC1. The product is [C:20]([O:19][C:17]([N:14]1[CH2:15][CH2:16][C@H:12]([O:11][C:2]2[CH:7]=[CH:6][C:5]([N+:8]([O-:10])=[O:9])=[CH:4][CH:3]=2)[CH2:13]1)=[O:18])([CH3:23])([CH3:21])[CH3:22]. The yield is 0.703.